Dataset: Full USPTO retrosynthesis dataset with 1.9M reactions from patents (1976-2016). Task: Predict the reactants needed to synthesize the given product. (1) Given the product [Br:12][C:8]1[CH:7]=[C:6]([C:4]2[N:37]=[C:35]([CH2:34][CH3:33])[S:36][C:3]=2[C:13]2[CH:18]=[CH:17][N:16]=[C:15]([NH:19][C:20]([O:22][C:23]([CH3:26])([CH3:25])[CH3:24])=[O:21])[CH:14]=2)[CH:11]=[CH:10][CH:9]=1.[NH2:19][C:15]1[CH:14]=[C:13]([C:3]2[S:36][C:35]([CH2:34][CH3:33])=[N:37][C:4]=2[C:6]2[CH:11]=[CH:10][CH:9]=[C:8]([Br:12])[CH:7]=2)[CH:18]=[CH:17][N:16]=1, predict the reactants needed to synthesize it. The reactants are: Br.Br[CH:3]([C:13]1[CH:18]=[CH:17][N:16]=[C:15]([NH:19][C:20]([O:22][C:23]([CH3:26])([CH3:25])[CH3:24])=[O:21])[CH:14]=1)[C:4]([C:6]1[CH:11]=[CH:10][CH:9]=[C:8]([Br:12])[CH:7]=1)=O.C1([CH2:33][CH2:34][C:35]([NH2:37])=[S:36])C=CC=CC=1.C(=O)([O-])O.[Na+]. (2) Given the product [C:1]([C:5]1([CH2:10][O:11][C:12]2[CH:19]=[C:18]([O:20][CH3:21])[CH:17]=[CH:16][C:13]=2[CH2:14][NH2:15])[O:9][CH2:8][CH2:7][O:6]1)([CH3:4])([CH3:2])[CH3:3], predict the reactants needed to synthesize it. The reactants are: [C:1]([C:5]1([CH2:10][O:11][C:12]2[CH:19]=[C:18]([O:20][CH3:21])[CH:17]=[CH:16][C:13]=2[C:14]#[N:15])[O:9][CH2:8][CH2:7][O:6]1)([CH3:4])([CH3:3])[CH3:2]. (3) Given the product [Br:1][C:2]1[CH:3]=[C:4]2[C:5](=[C:10]([CH3:12])[CH:11]=1)[C:6](=[O:8])[N:38]([CH:36]([CH3:37])[CH2:35][O:34][CH2:32][CH3:33])[CH2:13]2, predict the reactants needed to synthesize it. The reactants are: [Br:1][C:2]1[CH:11]=[C:10]([CH3:12])[C:5]([C:6]([O:8]C)=O)=[C:4]([CH2:13]Br)[CH:3]=1.C(=O)([O-])[O-].[K+].[K+].B(O)(O)O.FC(F)(F)C(O)=O.[CH2:32]([O:34][CH2:35][CH:36]([NH2:38])[CH3:37])[CH3:33]. (4) Given the product [Cl:7][C:8]1[N:16]=[C:15]2[C:11]([N:12]=[CH:13][N:14]2[CH:1]2[CH2:5][CH2:4][CH:3]=[CH:2]2)=[C:10]([Cl:17])[N:9]=1, predict the reactants needed to synthesize it. The reactants are: [CH:1]1(O)[CH2:5][CH2:4][CH:3]=[CH:2]1.[Cl:7][C:8]1[N:16]=[C:15]2[C:11]([NH:12][CH:13]=[N:14]2)=[C:10]([Cl:17])[N:9]=1.C1(P(C2C=CC=CC=2)C2C=CC=CC=2)C=CC=CC=1.N(C(OCC)=O)=NC(OCC)=O. (5) Given the product [C:20]([C:18]1[CH:19]=[C:15]([NH:14][C:12](=[O:13])[NH:11][C:8]2[CH:7]=[CH:6][C:5]([C:4]([OH:25])=[O:3])=[CH:10][CH:9]=2)[N:16]([CH3:24])[N:17]=1)([CH3:23])([CH3:21])[CH3:22], predict the reactants needed to synthesize it. The reactants are: C([O:3][C:4](=[O:25])[C:5]1[CH:10]=[CH:9][C:8]([NH:11][C:12]([NH:14][C:15]2[N:16]([CH3:24])[N:17]=[C:18]([C:20]([CH3:23])([CH3:22])[CH3:21])[CH:19]=2)=[O:13])=[CH:7][CH:6]=1)C.[OH-].[Na+].Cl. (6) Given the product [F:25][C:26]1[CH:27]=[CH:28][C:29]([CH2:30][O:31][C:32]2[CH:64]=[CH:63][C:35]([CH2:36][O:37][C:38]([N:40]3[CH2:41][CH2:42][NH:43][CH2:44][CH2:45]3)=[O:39])=[CH:34][CH:33]=2)=[CH:65][CH:66]=1, predict the reactants needed to synthesize it. The reactants are: C(OC1C=CC(COC(N2CCNCC2)=O)=CC=1)C1C=CC=CC=1.[F:25][C:26]1[CH:66]=[CH:65][C:29]([CH2:30][O:31][C:32]2[CH:64]=[CH:63][C:35]([CH2:36][O:37][C:38]([N:40]3[CH2:45][CH2:44][N:43](C(OCC4C5C=CC=CC=5C5C4=CC=CC=5)=O)[CH2:42][CH2:41]3)=[O:39])=[CH:34][CH:33]=2)=[CH:28][CH:27]=1.N1CCOCC1. (7) Given the product [F:8][C:6]1[CH:5]=[C:4]([CH2:9][C:10]([NH:12][C@H:13]([C:15]([NH:19][N:20]2[C:26](=[O:27])[CH:25]([CH2:28][CH:29]([CH3:31])[CH3:30])[C:24]3[CH:32]=[CH:33][CH:34]=[CH:35][C:23]=3[C:22]3[CH:36]=[CH:37][CH:38]=[CH:39][C:21]2=3)=[O:17])[CH3:14])=[O:11])[CH:3]=[C:2]([F:1])[CH:7]=1, predict the reactants needed to synthesize it. The reactants are: [F:1][C:2]1[CH:3]=[C:4]([CH2:9][C:10]([NH:12][C@H:13]([C:15]([OH:17])=O)[CH3:14])=[O:11])[CH:5]=[C:6]([F:8])[CH:7]=1.Cl.[NH2:19][N:20]1[C:26](=[O:27])[CH:25]([CH2:28][CH:29]([CH3:31])[CH3:30])[C:24]2[CH:32]=[CH:33][CH:34]=[CH:35][C:23]=2[C:22]2[CH:36]=[CH:37][CH:38]=[CH:39][C:21]1=2.